The task is: Regression/Classification. Given a drug SMILES string, predict its absorption, distribution, metabolism, or excretion properties. Task type varies by dataset: regression for continuous measurements (e.g., permeability, clearance, half-life) or binary classification for categorical outcomes (e.g., BBB penetration, CYP inhibition). Dataset: hlm.. This data is from Human liver microsome stability data. (1) The drug is Cn1c(-c2cccs2)c(C2CCCCC2)c2ccc(C(=O)NC(C)(C)C(=O)Nc3ccc(C=CC(=O)O)cc3)cc21. The result is 0 (unstable in human liver microsomes). (2) The drug is CCOC(=O)c1c(-c2ccccc2)oc2ccc(O)c(CN3CCCCC3)c12. The result is 0 (unstable in human liver microsomes). (3) The result is 0 (unstable in human liver microsomes). The molecule is Oc1c2cc(OCc3ccc(OC(F)(F)F)cc3)ccc2nc2cc(F)cc(F)c12. (4) The compound is COc1ccc2c(c1)CC(c1nc3cc(-c4ccnc(N)n4)ccc3[nH]1)CO2. The result is 1 (stable in human liver microsomes). (5) The compound is Cc1c(CO)cccc1NS(=O)(=O)c1ccc(-c2ccc(F)cc2F)cc1. The result is 1 (stable in human liver microsomes). (6) The compound is CC(=O)CC[C@H]1C(=O)N[C@@H](C(C)C)C(=O)N[C@@H](Cc2cccc(O)c2)C(=O)N2CCCC(N2)C(=O)O[C@H](/C(C)=C/C=C/C(=O)N2CCCCO2)C/C=C/C=C/[C@H](O)[C@H](C)[C@H]1O. The result is 1 (stable in human liver microsomes). (7) The result is 0 (unstable in human liver microsomes). The compound is N[C@@H](CC(=O)N1CCC[C@H]1CNC(=O)C1CCC1)Cc1cc(F)c(F)cc1F. (8) The molecule is COP(=O)(c1ccccc1)c1ccc2oc(-c3ccc(F)cc3)nc2c1. The result is 0 (unstable in human liver microsomes).